This data is from Peptide-MHC class II binding affinity with 134,281 pairs from IEDB. The task is: Regression. Given a peptide amino acid sequence and an MHC pseudo amino acid sequence, predict their binding affinity value. This is MHC class II binding data. (1) The binding affinity (normalized) is 0.0371. The MHC is HLA-DQA10104-DQB10503 with pseudo-sequence HLA-DQA10104-DQB10503. The peptide sequence is FGHDGTVWAQSADFP. (2) The MHC is DRB1_0802 with pseudo-sequence DRB1_0802. The binding affinity (normalized) is 0.104. The peptide sequence is AANKQKQELDEISTN. (3) The peptide sequence is LQGLRYFIMAYVNQA. The MHC is DRB1_0901 with pseudo-sequence DRB1_0901. The binding affinity (normalized) is 0.842. (4) The peptide sequence is CPDVMSAGESKHGLTNTA. The MHC is DRB1_0701 with pseudo-sequence DRB1_0701. The binding affinity (normalized) is 0. (5) The peptide sequence is FKKWCGMLSTKSIDL. The MHC is DRB1_0802 with pseudo-sequence DRB1_0802. The binding affinity (normalized) is 0.400. (6) The peptide sequence is INGTNFILALCIIFV. The MHC is H-2-IAb with pseudo-sequence H-2-IAb. The binding affinity (normalized) is 0. (7) The peptide sequence is LSQLQTYMIQFDQYI. The MHC is HLA-DPA10103-DPB10301 with pseudo-sequence HLA-DPA10103-DPB10301. The binding affinity (normalized) is 0.171. (8) The peptide sequence is MWRSRADEINAIFEE. The MHC is HLA-DQA10102-DQB10501 with pseudo-sequence HLA-DQA10102-DQB10501. The binding affinity (normalized) is 0.273.